This data is from Forward reaction prediction with 1.9M reactions from USPTO patents (1976-2016). The task is: Predict the product of the given reaction. (1) Given the reactants C(OC([N:8]1[CH2:13][CH2:12][N:11]([C:14]([C:16]2[NH:17][C:18]3[C:23]([CH:24]=2)=[CH:22][C:21]([O:25][CH:26]2[CH2:31][CH2:30][N:29]([CH:32]([CH3:34])[CH3:33])[CH2:28][CH2:27]2)=[C:20]([Cl:35])[CH:19]=3)=[O:15])[CH2:10][CH2:9]1)=O)(C)(C)C.FC(F)(F)C(O)=O, predict the reaction product. The product is: [Cl:35][C:20]1[CH:19]=[C:18]2[C:23]([CH:24]=[C:16]([C:14]([N:11]3[CH2:12][CH2:13][NH:8][CH2:9][CH2:10]3)=[O:15])[NH:17]2)=[CH:22][C:21]=1[O:25][CH:26]1[CH2:27][CH2:28][N:29]([CH:32]([CH3:34])[CH3:33])[CH2:30][CH2:31]1. (2) Given the reactants [Cl:1][C:2]1[CH:3]=[C:4]([CH:7]=[CH:8][C:9]=1[Cl:10])[CH:5]=O.C(O[C:14](=[O:18])[CH2:15][C:16]#[N:17])C.[CH:19]1([CH2:22][C:23]([NH2:25])=[NH:24])[CH2:21][CH2:20]1.C(=O)([O-])[O-].[K+].[K+], predict the reaction product. The product is: [Cl:1][C:2]1[CH:3]=[C:4]([C:5]2[N:25]=[C:23]([CH2:22][CH:19]3[CH2:21][CH2:20]3)[N:24]=[C:14]([OH:18])[C:15]=2[C:16]#[N:17])[CH:7]=[CH:8][C:9]=1[Cl:10]. (3) The product is: [CH2:8]([O:22][C:20]([C:17]1([OH:16])[CH2:19][CH2:18]1)=[O:21])[C:9]1[CH:14]=[CH:13][CH:12]=[CH:11][CH:10]=1. Given the reactants C(N(CC)CC)C.[CH2:8](Br)[C:9]1[CH:14]=[CH:13][CH:12]=[CH:11][CH:10]=1.[OH:16][C:17]1([C:20]([OH:22])=[O:21])[CH2:19][CH2:18]1.Cl, predict the reaction product. (4) Given the reactants [Cl:1][C:2]1[CH:41]=[CH:40][C:5]([CH2:6][C@@H:7]([NH:28][CH:29]2[CH2:34][CH2:33][CH:32]([O:35][CH2:36][CH2:37][O:38][CH3:39])[CH2:31][CH2:30]2)[C:8]([N:10]2[CH2:15][CH2:14][C:13]([CH:22]3[CH2:27][CH2:26][CH2:25][CH2:24][CH2:23]3)([CH2:16][N:17]3[CH:21]=[N:20][CH:19]=[N:18]3)[CH2:12][CH2:11]2)=[O:9])=[CH:4][CH:3]=1.Cl, predict the reaction product. The product is: [ClH:1].[Cl:1][C:2]1[CH:41]=[CH:40][C:5]([CH2:6][C@@H:7]([NH:28][CH:29]2[CH2:30][CH2:31][CH:32]([O:35][CH2:36][CH2:37][O:38][CH3:39])[CH2:33][CH2:34]2)[C:8]([N:10]2[CH2:11][CH2:12][C:13]([CH:22]3[CH2:23][CH2:24][CH2:25][CH2:26][CH2:27]3)([CH2:16][N:17]3[CH:21]=[N:20][CH:19]=[N:18]3)[CH2:14][CH2:15]2)=[O:9])=[CH:4][CH:3]=1. (5) Given the reactants Cl.Cl.[C:3]([C:7]1[CH:12]=[CH:11][CH:10]=[CH:9][C:8]=1[N:13]1[CH2:18][CH2:17][NH:16][CH2:15][CH2:14]1)([CH3:6])([CH3:5])[CH3:4].[C:19]12([C:32](O)=[O:33])[CH2:28][CH:23]3[CH2:24][CH:25]([CH2:27][C:21]([C:29]([OH:31])=[O:30])([CH2:22]3)[CH2:20]1)[CH2:26]2.Cl.C(N=C=NCCCN(C)C)C.O.ON1C2C=CC=CC=2N=N1, predict the reaction product. The product is: [C:3]([C:7]1[CH:12]=[CH:11][CH:10]=[CH:9][C:8]=1[N:13]1[CH2:18][CH2:17][N:16]([C:32]([C:19]23[CH2:28][CH:23]4[CH2:24][CH:25]([CH2:27][C:21]([C:29]([OH:31])=[O:30])([CH2:22]4)[CH2:20]2)[CH2:26]3)=[O:33])[CH2:15][CH2:14]1)([CH3:6])([CH3:4])[CH3:5]. (6) Given the reactants FC1C=CC=CC=1C(Cl)=O.[Cl:11][C:12]1[CH:20]=[CH:19][C:18]([F:21])=[CH:17][C:13]=1[C:14](Cl)=[O:15].[NH2:22][C:23]1[CH:24]=[C:25]([CH:36]=[CH:37][N:38]=1)[C:26]([NH:28][CH2:29][C:30]1[CH:35]=[CH:34][CH:33]=[CH:32][CH:31]=1)=[O:27], predict the reaction product. The product is: [CH2:29]([NH:28][C:26](=[O:27])[C:25]1[CH:36]=[CH:37][N:38]=[C:23]([NH:22][C:14](=[O:15])[C:13]2[CH:17]=[C:18]([F:21])[CH:19]=[CH:20][C:12]=2[Cl:11])[CH:24]=1)[C:30]1[CH:35]=[CH:34][CH:33]=[CH:32][CH:31]=1.